From a dataset of Forward reaction prediction with 1.9M reactions from USPTO patents (1976-2016). Predict the product of the given reaction. (1) The product is: [CH2:1]([O:8][C:9]1[CH:14]=[C:13]([O:15][CH2:16][C:17]2[CH:22]=[CH:21][CH:20]=[CH:19][CH:18]=2)[C:12]([CH:23]([CH3:25])[CH3:24])=[CH:11][C:10]=1[C:26]1[O:30][N:29]=[C:28]([C:31]([NH:33][CH2:34][CH3:35])=[O:32])[C:27]=1[C:37]#[CH:38])[C:2]1[CH:7]=[CH:6][CH:5]=[CH:4][CH:3]=1. Given the reactants [CH2:1]([O:8][C:9]1[CH:14]=[C:13]([O:15][CH2:16][C:17]2[CH:22]=[CH:21][CH:20]=[CH:19][CH:18]=2)[C:12]([CH:23]([CH3:25])[CH3:24])=[CH:11][C:10]=1[C:26]1[O:30][N:29]=[C:28]([C:31]([NH:33][CH2:34][CH3:35])=[O:32])[C:27]=1I)[C:2]1[CH:7]=[CH:6][CH:5]=[CH:4][CH:3]=1.[CH2:37]([Sn](CCCC)(CCCC)C#C)[CH2:38]CC, predict the reaction product. (2) Given the reactants [CH3:1][O:2][C:3]1[CH:10]=[CH:9][C:6]([CH2:7][OH:8])=[CH:5][CH:4]=1.C(N(CC)CC)C.C(N(C(C)C)CC)(C)C.CC1(C)N([O])C(C)(C)CCC1, predict the reaction product. The product is: [CH3:1][O:2][C:3]1[CH:10]=[CH:9][C:6]([CH:7]=[O:8])=[CH:5][CH:4]=1. (3) Given the reactants [H-].[Na+].Cl[C:4]1[C:5]([CH3:16])=[C:6]([CH3:15])[C:7]2[N:8]([C:10]([CH2:13][NH2:14])=[N:11][N:12]=2)[N:9]=1.O.ClCCl.[CH3:21][CH2:22][CH:23]([OH:26])[CH2:24][CH3:25], predict the reaction product. The product is: [CH2:22]([CH:23]([O:26][C:4]1[C:5]([CH3:16])=[C:6]([CH3:15])[C:7]2[N:8]([C:10]([CH2:13][NH2:14])=[N:11][N:12]=2)[N:9]=1)[CH2:24][CH3:25])[CH3:21]. (4) Given the reactants Br[C:2]1[C:10]2[C:5](=[N:6][CH:7]=[CH:8][C:9]=2[Cl:11])[N:4]([S:12]([C:15]2[CH:20]=[CH:19][CH:18]=[CH:17][CH:16]=2)(=[O:14])=[O:13])[CH:3]=1.O.[CH3:22][N:23]1CCN(C)C1=O, predict the reaction product. The product is: [Cl:11][C:9]1[CH:8]=[CH:7][N:6]=[C:5]2[N:4]([S:12]([C:15]3[CH:20]=[CH:19][CH:18]=[CH:17][CH:16]=3)(=[O:14])=[O:13])[CH:3]=[C:2]([C:22]#[N:23])[C:10]=12. (5) The product is: [CH3:51][N:50]1[C:49]2[CH:52]=[CH:53][CH:54]=[CH:55][C:48]=2[N:47]=[C:46]1[CH2:45][N:1]1[C:9]2[C:4](=[CH:5][CH:6]=[CH:7][CH:8]=2)[C:3]2([CH2:13][O:12][C:11]3[CH:14]=[C:15]4[C:19](=[CH:20][C:10]2=3)[CH2:18][CH2:17][O:16]4)[C:2]1=[O:21]. Given the reactants [NH:1]1[C:9]2[C:4](=[CH:5][CH:6]=[CH:7][CH:8]=2)[C:3]2([CH2:13][O:12][C:11]3[CH:14]=[C:15]4[C:19](=[CH:20][C:10]2=3)[CH2:18][CH2:17][O:16]4)[C:2]1=[O:21].CC1C2C=C3C4(C5C(=CC=CC=5)NC4=O)COC3=CC=2ON=1.Br[CH2:45][C:46]1[N:50]([CH3:51])[C:49]2[CH:52]=[CH:53][CH:54]=[CH:55][C:48]=2[N:47]=1.BrCC1OC(C(F)(F)F)=CC=1, predict the reaction product. (6) Given the reactants FC(F)(F)S(O[C:7]1[CH:16]=[C:15]2[C:10]([CH2:11][CH2:12][CH:13]([C:17]([O:19][CH3:20])=[O:18])[CH2:14]2)=[CH:9][CH:8]=1)(=O)=O.C(N(CC)CC)C.[C:30]1([C:36]#[CH:37])[CH:35]=[CH:34][CH:33]=[CH:32][CH:31]=1.O, predict the reaction product. The product is: [C:30]1([C:36]#[C:37][C:7]2[CH:16]=[C:15]3[C:10]([CH2:11][CH2:12][CH:13]([C:17]([O:19][CH3:20])=[O:18])[CH2:14]3)=[CH:9][CH:8]=2)[CH:35]=[CH:34][CH:33]=[CH:32][CH:31]=1. (7) Given the reactants [CH2:1]([C@:8]1([OH:32])[CH2:13][CH2:12][N:11]([CH2:14][CH2:15][O:16][C:17]2[CH:22]=[CH:21][C:20]([O:23]CC3C=CC=CC=3)=[CH:19][CH:18]=2)[CH2:10][C@@H:9]1[OH:31])[C:2]1[CH:7]=[CH:6][CH:5]=[CH:4][CH:3]=1, predict the reaction product. The product is: [CH2:1]([C@:8]1([OH:32])[CH2:13][CH2:12][N:11]([CH2:14][CH2:15][O:16][C:17]2[CH:18]=[CH:19][C:20]([OH:23])=[CH:21][CH:22]=2)[CH2:10][C@@H:9]1[OH:31])[C:2]1[CH:7]=[CH:6][CH:5]=[CH:4][CH:3]=1. (8) Given the reactants [Cl:1][C:2]1[CH:3]=[CH:4][C:5]([CH2:8]O)=[N:6][CH:7]=1.P(Br)(Br)[Br:11], predict the reaction product. The product is: [Br:11][CH2:8][C:5]1[CH:4]=[CH:3][C:2]([Cl:1])=[CH:7][N:6]=1. (9) Given the reactants [Li+].[OH-].C[O:4][C:5](=[O:34])/[CH:6]=[C:7](/[C:30]([F:33])([F:32])[F:31])\[CH:8]=[CH:9]\[CH:10]=[C:11](/[C:13]1[CH:18]=[C:17]([CH:19]([CH3:21])[CH3:20])[CH:16]=[C:15]([CH:22]([CH3:24])[CH3:23])[C:14]=1[O:25][CH2:26][CH2:27][CH2:28][CH3:29])\[CH3:12], predict the reaction product. The product is: [CH2:26]([O:25][C:14]1[C:15]([CH:22]([CH3:24])[CH3:23])=[CH:16][C:17]([CH:19]([CH3:20])[CH3:21])=[CH:18][C:13]=1/[C:11](/[CH3:12])=[CH:10]\[CH:9]=[CH:8]\[C:7](\[C:30]([F:31])([F:32])[F:33])=[CH:6]/[C:5]([OH:34])=[O:4])[CH2:27][CH2:28][CH3:29]. (10) Given the reactants [Cl:1][C:2]1[C:3]([C:17]([OH:19])=O)=[N:4][O:5][C:6]=1[C:7]1[CH:12]=[CH:11][C:10]([C:13]([F:16])([F:15])[F:14])=[CH:9][CH:8]=1.F[P-](F)(F)(F)(F)F.N1(OC(N(C)C)=[N+](C)C)C2N=CC=CC=2N=N1.Cl.[NH2:45][C@@H:46]1[CH2:51][CH2:50][C@H:49]([OH:52])[CH2:48][CH2:47]1.C(N(CC)CC)C, predict the reaction product. The product is: [Cl:1][C:2]1[C:3]([C:17]([NH:45][C@H:46]2[CH2:51][CH2:50][C@@H:49]([OH:52])[CH2:48][CH2:47]2)=[O:19])=[N:4][O:5][C:6]=1[C:7]1[CH:8]=[CH:9][C:10]([C:13]([F:14])([F:15])[F:16])=[CH:11][CH:12]=1.